Dataset: Forward reaction prediction with 1.9M reactions from USPTO patents (1976-2016). Task: Predict the product of the given reaction. (1) Given the reactants [Cl:1][C:2]1[N:7]=[C:6]([NH:8][C:9]2[CH:14]=[CH:13][CH:12]=[C:11]([N+:15]([O-:17])=[O:16])[CH:10]=2)[C:5]([F:18])=[CH:4][N:3]=1.[CH3:19][C:20]([O:23][C:24](O[C:24]([O:23][C:20]([CH3:22])([CH3:21])[CH3:19])=[O:25])=[O:25])([CH3:22])[CH3:21].CCCCCC.C(OCC)(=O)C.O, predict the reaction product. The product is: [Cl:1][C:2]1[N:7]=[C:6]([N:8]([C:9]2[CH:14]=[CH:13][CH:12]=[C:11]([N+:15]([O-:17])=[O:16])[CH:10]=2)[C:24](=[O:25])[O:23][C:20]([CH3:22])([CH3:21])[CH3:19])[C:5]([F:18])=[CH:4][N:3]=1. (2) The product is: [N:18]1([O:17][C:39]2[C:40]3[N:18]=[CH:19][CH:20]=[CH:21][C:41]=3[N:42]=[CH:37][N:38]=2)[C:19]2[CH:24]=[CH:23][CH:22]=[CH:21][C:20]=2[N:25]=[N:26]1. Given the reactants C1CN([P+]([O:17][N:18]2[N:26]=[N:25][C:20]3[CH:21]=[CH:22][CH:23]=[CH:24][C:19]2=3)(N2CCCC2)N2CCCC2)CC1.F[P-](F)(F)(F)(F)F.C1CC[N:42]2[C:37](=[N:38][CH2:39][CH2:40][CH2:41]2)CC1, predict the reaction product.